Dataset: Full USPTO retrosynthesis dataset with 1.9M reactions from patents (1976-2016). Task: Predict the reactants needed to synthesize the given product. (1) Given the product [Cl:25][C:19]1[CH:20]=[C:21]([F:24])[CH:22]=[CH:23][C:18]=1[C@H:6]1[C:5]([C:3]([O:2][CH3:1])=[O:4])=[C:10]([CH2:11][N:34]2[CH:28]3[CH:27]([F:26])[CH2:33][CH:32]2[CH2:31][O:30][CH2:29]3)[NH:9][C:8]([C:13]2[S:14][CH:15]=[CH:16][N:17]=2)=[N:7]1, predict the reactants needed to synthesize it. The reactants are: [CH3:1][O:2][C:3]([C:5]1[C@H:6]([C:18]2[CH:23]=[CH:22][C:21]([F:24])=[CH:20][C:19]=2[Cl:25])[N:7]=[C:8]([C:13]2[S:14][CH:15]=[CH:16][N:17]=2)[NH:9][C:10]=1[CH2:11]Br)=[O:4].[F:26][CH:27]1[CH2:33][CH:32]2[NH:34][CH:28]1[CH2:29][O:30][CH2:31]2. (2) Given the product [CH2:12]([C:4]1[C:5]([O:10][CH3:11])=[CH:6][C:7]([CH3:9])=[CH:8][C:3]=1[O:2][CH3:1])[CH2:15][CH2:16][CH3:17], predict the reactants needed to synthesize it. The reactants are: [CH3:1][O:2][C:3]1[CH:8]=[C:7]([CH3:9])[CH:6]=[C:5]([O:10][CH3:11])[C:4]=1[CH3:12].CO[C:15](OC)(OC)[C:16]1C=CC=C[CH:17]=1.[K].C(Br)CCC. (3) Given the product [CH3:53][N:54]([CH3:58])[CH2:55][CH2:56][NH:57][C:41]([C:26]1[CH:27]=[C:28]2[C:33](=[C:24]([CH:22]([OH:21])[CH3:23])[CH:25]=1)[O:32][C:31]([N:34]1[CH2:39][CH2:38][O:37][CH2:36][CH2:35]1)=[CH:30][C:29]2=[O:40])=[O:43], predict the reactants needed to synthesize it. The reactants are: [B-](F)(F)(F)F.CN(C(ON1C(=O)CCC1=O)=[N+](C)C)C.[OH:21][CH:22]([C:24]1[CH:25]=[C:26]([C:41]([OH:43])=O)[CH:27]=[C:28]2[C:33]=1[O:32][C:31]([N:34]1[CH2:39][CH2:38][O:37][CH2:36][CH2:35]1)=[CH:30][C:29]2=[O:40])[CH3:23].CCN(C(C)C)C(C)C.[CH3:53][N:54]([CH3:58])[CH2:55][CH2:56][NH2:57]. (4) Given the product [C:45]1([C:51]2[S:55][N:54]=[C:53]([C:16]3[O:20][N:19]=[C:18]4[C:21]5[C:26]([CH2:27][CH2:28][C:17]=34)=[CH:25][C:24]([CH:29]=[CH2:30])=[CH:23][CH:22]=5)[C:52]=2[C:60]([F:63])([F:62])[F:61])[CH:46]=[CH:47][CH:48]=[CH:49][CH:50]=1, predict the reactants needed to synthesize it. The reactants are: C1(N2C(C(F)(F)F)=C([C:16]3[O:20][N:19]=[C:18]4[C:21]5[C:26]([CH2:27][CH2:28][C:17]=34)=[CH:25][C:24]([CH:29]=[CH2:30])=[CH:23][CH:22]=5)C=N2)C=CC=CC=1.C(C1C=C2C(=CC=1)C(=NO)CCC2)=C.[C:45]1([C:51]2[S:55][N:54]=[C:53](C(OC)=O)[C:52]=2[C:60]([F:63])([F:62])[F:61])[CH:50]=[CH:49][CH:48]=[CH:47][CH:46]=1. (5) Given the product [CH3:1][O:2][C:3]([C:5]1[S:13][C:12]2[C:11](=[O:14])[NH:10][C:9](=[O:22])[N:8]([CH3:23])[C:7]=2[CH:6]=1)=[O:4], predict the reactants needed to synthesize it. The reactants are: [CH3:1][O:2][C:3]([C:5]1[S:13][C:12]2[C:11](=[O:14])[N:10](CC3C=CC=CC=3)[C:9](=[O:22])[N:8]([CH3:23])[C:7]=2[CH:6]=1)=[O:4].[Cl-].[Al+3].[Cl-].[Cl-].C(OCC)C. (6) Given the product [F:28][C:26]1[CH:27]=[C:22]([CH2:21][CH2:20][C:19]([OH:31])=[O:18])[CH:23]=[C:24]([F:30])[C:25]=1[O:29][CH2:2][C:3]1[C:4]([S:9][C:10]2[CH:15]=[CH:14][CH:13]=[CH:12][CH:11]=2)=[N:5][CH:6]=[CH:7][CH:8]=1, predict the reactants needed to synthesize it. The reactants are: Cl[CH2:2][C:3]1[C:4]([S:9][C:10]2[CH:15]=[CH:14][CH:13]=[CH:12][CH:11]=2)=[N:5][CH:6]=[CH:7][CH:8]=1.C([O:18][C:19](=[O:31])[CH2:20][CH2:21][C:22]1[CH:27]=[C:26]([F:28])[C:25]([OH:29])=[C:24]([F:30])[CH:23]=1)C. (7) Given the product [I:14][C:15]1[CH:21]=[CH:20][C:18]([NH:19][C:2]2[C:7]([C:8]([O:10][CH2:11][CH3:12])=[O:9])=[CH:6][N:5]=[C:4]([Cl:13])[CH:3]=2)=[C:17]([CH3:22])[CH:16]=1, predict the reactants needed to synthesize it. The reactants are: Cl[C:2]1[C:7]([C:8]([O:10][CH2:11][CH3:12])=[O:9])=[CH:6][N:5]=[C:4]([Cl:13])[CH:3]=1.[I:14][C:15]1[CH:21]=[CH:20][C:18]([NH2:19])=[C:17]([CH3:22])[CH:16]=1.[Li+].C[Si]([N-][Si](C)(C)C)(C)C. (8) Given the product [C:1]([O:5][C:6](=[O:25])[NH:7][C:8]1[CH:13]=[CH:12][C:11]([CH3:14])=[C:10]([O:15][C:16]2[CH:17]=[N:18][C:19]([NH2:22])=[CH:20][CH:21]=2)[CH:9]=1)([CH3:4])([CH3:2])[CH3:3], predict the reactants needed to synthesize it. The reactants are: [C:1]([O:5][C:6](=[O:25])[NH:7][C:8]1[CH:13]=[CH:12][C:11]([CH3:14])=[C:10]([O:15][C:16]2[CH:17]=[N:18][C:19]([N+:22]([O-])=O)=[CH:20][CH:21]=2)[CH:9]=1)([CH3:4])([CH3:3])[CH3:2].